This data is from Full USPTO retrosynthesis dataset with 1.9M reactions from patents (1976-2016). The task is: Predict the reactants needed to synthesize the given product. (1) Given the product [N+:20]([C:17]1[CH:18]=[CH:19][C:14]([O:10][C:7]2[CH:6]=[CH:5][C:4]([O:3][C:2]([F:11])([F:12])[F:1])=[CH:9][CH:8]=2)=[CH:15][CH:16]=1)([O-:22])=[O:21], predict the reactants needed to synthesize it. The reactants are: [F:1][C:2]([F:12])([F:11])[O:3][C:4]1[CH:9]=[CH:8][C:7]([OH:10])=[CH:6][CH:5]=1.F[C:14]1[CH:19]=[CH:18][C:17]([N+:20]([O-:22])=[O:21])=[CH:16][CH:15]=1.C(=O)([O-])[O-].[K+].[K+].CN(C)C(=O)C. (2) Given the product [NH2:24][C:9]1[N:8]=[C:7]([O:6][CH2:5][CH2:4][CH:1]2[CH2:3][CH2:2]2)[N:15]=[C:14]2[C:10]=1[NH:11][C:12](=[O:22])[N:13]2[CH2:16][CH:17]1[CH2:21][CH2:20][O:19][CH2:18]1, predict the reactants needed to synthesize it. The reactants are: [CH:1]1([CH2:4][CH2:5][O:6][C:7]2[N:15]=[C:14]3[C:10]([N:11]=[C:12]([O:22]C)[N:13]3[CH2:16][CH:17]3[CH2:21][CH2:20][O:19][CH2:18]3)=[C:9]([NH2:24])[N:8]=2)[CH2:3][CH2:2]1.Cl.[OH-].[Na+]. (3) Given the product [Si:1]([O:8][CH2:9][C@H:10]1[O:18][C@H:17]2[C@H:13]([N:14]=[C:15]([N:19]([CH3:20])[CH3:21])[S:16]2)[C@@H:12]([O:22][CH2:27][C:28]2[CH:33]=[CH:32][C:31]([O:34][CH3:35])=[CH:30][CH:29]=2)[C@@H:11]1[O:23][CH2:27][C:28]1[CH:33]=[CH:32][C:31]([O:34][CH3:35])=[CH:30][CH:29]=1)([C:4]([CH3:7])([CH3:5])[CH3:6])([CH3:3])[CH3:2], predict the reactants needed to synthesize it. The reactants are: [Si:1]([O:8][CH2:9][C@H:10]1[O:18][C@H:17]2[C@H:13]([N:14]=[C:15]([N:19]([CH3:21])[CH3:20])[S:16]2)[C@@H:12]([OH:22])[C@@H:11]1[OH:23])([C:4]([CH3:7])([CH3:6])[CH3:5])([CH3:3])[CH3:2].[H-].[Na+].Br[CH2:27][C:28]1[CH:33]=[CH:32][C:31]([O:34][CH3:35])=[CH:30][CH:29]=1. (4) Given the product [CH2:20]([N:12]([CH2:13][C:14]1[CH:19]=[CH:18][CH:17]=[CH:16][CH:15]=1)[S:9]([C:6]1[CH:5]=[CH:4][C:3]([CH2:2][NH:1][CH2:33][C:30]2[CH:31]=[CH:32][N:27]=[CH:28][CH:29]=2)=[CH:8][CH:7]=1)(=[O:11])=[O:10])[C:21]1[CH:22]=[CH:23][CH:24]=[CH:25][CH:26]=1, predict the reactants needed to synthesize it. The reactants are: [NH2:1][CH2:2][C:3]1[CH:8]=[CH:7][C:6]([S:9]([N:12]([CH2:20][C:21]2[CH:26]=[CH:25][CH:24]=[CH:23][CH:22]=2)[CH2:13][C:14]2[CH:19]=[CH:18][CH:17]=[CH:16][CH:15]=2)(=[O:11])=[O:10])=[CH:5][CH:4]=1.[N:27]1[CH:32]=[CH:31][C:30]([CH:33]=O)=[CH:29][CH:28]=1.[BH4-].[Na+].C(=O)(O)[O-].[Na+]. (5) Given the product [Br:31][C:32]1[CH:33]=[C:34]2[C:35](=[C:36]([CH:37]=[O:38])[CH:39]=1)[O:6][C:2]([CH3:3])([CH3:1])[CH:4]=[CH:5]2, predict the reactants needed to synthesize it. The reactants are: [CH3:1][C:2]([OH:6])([C:4]#[CH:5])[CH3:3].C1CCN2C(=NCCC2)CC1.C(OC(C(F)(F)F)=O)(C(F)(F)F)=O.[Br:31][C:32]1[CH:33]=[CH:34][C:35](O)=[C:36]([CH:39]=1)[CH:37]=[O:38]. (6) Given the product [Cl:21][C:15]1[CH:16]=[C:17]([F:20])[CH:18]=[CH:19][C:14]=1[CH:5]1[N:6]=[C:7]([C:9]2[S:10][CH:11]=[CH:12][N:13]=2)[NH:8][C:3]([CH2:2][N:28]2[CH2:33][CH2:32][O:31][CH:30]([C:34]([OH:36])=[O:35])[CH2:29]2)=[C:4]1[C:22]([O:24][CH2:25][CH3:26])=[O:23], predict the reactants needed to synthesize it. The reactants are: Br[CH2:2][C:3]1[NH:8][C:7]([C:9]2[S:10][CH:11]=[CH:12][N:13]=2)=[N:6][CH:5]([C:14]2[CH:19]=[CH:18][C:17]([F:20])=[CH:16][C:15]=2[Cl:21])[C:4]=1[C:22]([O:24][CH2:25][CH3:26])=[O:23].Cl.[NH:28]1[CH2:33][CH2:32][O:31][CH:30]([C:34]([OH:36])=[O:35])[CH2:29]1. (7) Given the product [C:15]([C:7]1[CH:8]=[CH:9][C:10]([N+:12]([O-:14])=[O:13])=[CH:11][C:6]=1[NH:5][C:3](=[O:4])[CH2:2][N:26]([CH3:27])[CH3:25])([CH3:18])([CH3:17])[CH3:16], predict the reactants needed to synthesize it. The reactants are: Br[CH2:2][C:3]([NH:5][C:6]1[CH:11]=[C:10]([N+:12]([O-:14])=[O:13])[CH:9]=[CH:8][C:7]=1[C:15]([CH3:18])([CH3:17])[CH3:16])=[O:4].C([O-])([O-])=O.[K+].[K+].[CH3:25][NH:26][CH3:27]. (8) Given the product [CH2:1]([C@@H:8]([NH:15][C:16](=[O:22])[O:17][C:18]([CH3:19])([CH3:20])[CH3:21])[C:9](=[O:10])[CH3:24])[C:2]1[CH:3]=[CH:4][CH:5]=[CH:6][CH:7]=1, predict the reactants needed to synthesize it. The reactants are: [CH2:1]([C@@H:8]([NH:15][C:16](=[O:22])[O:17][C:18]([CH3:21])([CH3:20])[CH3:19])[C:9](N(OC)C)=[O:10])[C:2]1[CH:7]=[CH:6][CH:5]=[CH:4][CH:3]=1.O1CCC[CH2:24]1. (9) Given the product [NH2:6][C:5]1[N:19]([C:16]2[CH:17]=[CH:18][C:13]([Cl:12])=[CH:14][CH:15]=2)[N:20]=[CH:3][C:4]=1[N:7]=[O:8], predict the reactants needed to synthesize it. The reactants are: CO[CH:3](OC)[C:4](=[N:7][OH:8])[C:5]#[N:6].Cl.[Cl:12][C:13]1[CH:18]=[CH:17][C:16]([NH:19][NH2:20])=[CH:15][CH:14]=1.Cl.N.